This data is from Forward reaction prediction with 1.9M reactions from USPTO patents (1976-2016). The task is: Predict the product of the given reaction. Given the reactants [NH2:1][C:2]1[CH:19]=[CH:18][C:5]([C:6]([NH:8][CH2:9][CH2:10][CH2:11][CH2:12][CH2:13][C:14]([O:16]C)=[O:15])=[O:7])=[CH:4][CH:3]=1.[OH:20][C:21]1[CH:29]=[CH:28][CH:27]=[CH:26][C:22]=1[C:23](Cl)=[O:24].C(N(CC)CC)C.[OH-].[Na+].Cl, predict the reaction product. The product is: [OH:20][C:21]1[CH:29]=[CH:28][CH:27]=[CH:26][C:22]=1[C:23]([NH:1][C:2]1[CH:19]=[CH:18][C:5]([C:6]([NH:8][CH2:9][CH2:10][CH2:11][CH2:12][CH2:13][C:14]([OH:16])=[O:15])=[O:7])=[CH:4][CH:3]=1)=[O:24].